Dataset: Forward reaction prediction with 1.9M reactions from USPTO patents (1976-2016). Task: Predict the product of the given reaction. (1) The product is: [CH3:11][C:5]1[CH:6]=[C:7]([CH:8]=[CH:9][C:4]=1[N+:1]([O-:3])=[O:2])[O:10][CH2:14][C:15]1[N:20]=[CH:19][CH:18]=[CH:17][N:16]=1. Given the reactants [N+:1]([C:4]1[C:5]([CH3:11])=[CH:6][C:7]([OH:10])=[CH:8][CH:9]=1)([O-:3])=[O:2].Cl.Cl[CH2:14][C:15]1[N:20]=[CH:19][CH:18]=[CH:17][N:16]=1.C(=O)([O-])[O-].[K+].[K+], predict the reaction product. (2) The product is: [F:1][C:2]1[CH:7]=[CH:6][C:5]([S:8]([C:11]2[CH:12]=[CH:13][C:14]3[O:23][C:22]4[CH2:21][CH2:20][NH:19][CH2:18][C:17]=4[C:15]=3[CH:16]=2)(=[O:9])=[O:10])=[CH:4][CH:3]=1. Given the reactants [F:1][C:2]1[CH:7]=[CH:6][C:5]([S:8]([C:11]2[CH:12]=[CH:13][C:14]3[O:23][C:22]4[CH2:21][CH2:20][N:19](C(OC(C)(C)C)=O)[CH2:18][C:17]=4[C:15]=3[CH:16]=2)(=[O:10])=[O:9])=[CH:4][CH:3]=1.FC(F)(F)C(O)=O, predict the reaction product. (3) Given the reactants C(OC([N:11]1[CH2:15][CH:14]2[CH2:16][CH:17]([CH2:19][O:20][C:21]3[CH:30]=[C:29]4[C:24]([C:25]([O:31][C:32]5[CH:37]=[CH:36][C:35]([NH:38][C:39]([NH:41][C:42](=[O:50])[CH2:43][C:44]6[CH:49]=[CH:48][CH:47]=[CH:46][CH:45]=6)=[S:40])=[CH:34][C:33]=5[F:51])=[N:26][CH:27]=[N:28]4)=[CH:23][C:22]=3[O:52][CH3:53])[CH2:18][CH:13]2[CH2:12]1)=O)C1C=CC=CC=1.[BrH:54], predict the reaction product. The product is: [BrH:54].[BrH:54].[F:51][C:33]1[CH:34]=[C:35]([NH:38][C:39]([NH:41][C:42](=[O:50])[CH2:43][C:44]2[CH:45]=[CH:46][CH:47]=[CH:48][CH:49]=2)=[S:40])[CH:36]=[CH:37][C:32]=1[O:31][C:25]1[C:24]2[C:29](=[CH:30][C:21]([O:20][CH2:19][CH:17]3[CH2:18][CH:13]4[CH2:12][NH:11][CH2:15][CH:14]4[CH2:16]3)=[C:22]([O:52][CH3:53])[CH:23]=2)[N:28]=[CH:27][N:26]=1.